Dataset: Full USPTO retrosynthesis dataset with 1.9M reactions from patents (1976-2016). Task: Predict the reactants needed to synthesize the given product. (1) Given the product [C:9](=[O:10])([O:8][CH2:1][C:2]1[CH:7]=[CH:6][CH:5]=[CH:4][CH:3]=1)[S:11][CH3:12], predict the reactants needed to synthesize it. The reactants are: [CH2:1]([OH:8])[C:2]1[CH:7]=[CH:6][CH:5]=[CH:4][CH:3]=1.[C:9](=[S:11])=[O:10].[CH2:12]1CCN2C(=NCCC2)CC1. (2) The reactants are: [NH2:1][C:2]1[S:3][C:4]([C:13]([OH:15])=O)=[C:5]([C:7]2[CH:12]=[CH:11][CH:10]=[CH:9][CH:8]=2)[N:6]=1.Cl.C[N:18]([CH3:27])CCCN=C=NCC.[OH2:28].O[N:30]1[C:34]2[CH:35]=[CH:36][CH:37]=[CH:38][C:33]=2N=N1.[CH2:39]([N:41](CC)[CH2:42][CH3:43])[CH3:40]. Given the product [NH2:1][C:2]1[S:3][C:4]([C:13]([N:41]2[CH2:42][CH2:43][N:30]([C:34]3[CH:33]=[C:38]([CH:37]=[CH:36][CH:35]=3)[C:27]([NH2:18])=[O:28])[CH2:40][CH2:39]2)=[O:15])=[C:5]([C:7]2[CH:8]=[CH:9][CH:10]=[CH:11][CH:12]=2)[N:6]=1, predict the reactants needed to synthesize it.